From a dataset of Catalyst prediction with 721,799 reactions and 888 catalyst types from USPTO. Predict which catalyst facilitates the given reaction. (1) Reactant: [CH2:1]([O:3][C:4]([C:6]1[C:14]2[C:9](=[CH:10][CH:11]=[C:12]([O:15][C:16]3[C:21]([C:22]#[N:23])=[CH:20][CH:19]=[C:18]([CH3:24])[N:17]=3)[CH:13]=2)[N:8]([C:25]2[CH:30]=[CH:29][C:28]([O:31][CH:32]([CH3:34])[CH3:33])=[CH:27][CH:26]=2)[C:7]=1[CH2:35][C:36]([O:38]CC)=[O:37])=[O:5])[CH3:2].[OH-].[Na+]. Product: [CH2:1]([O:3][C:4]([C:6]1[C:14]2[C:9](=[CH:10][CH:11]=[C:12]([O:15][C:16]3[C:21]([C:22]#[N:23])=[CH:20][CH:19]=[C:18]([CH3:24])[N:17]=3)[CH:13]=2)[N:8]([C:25]2[CH:26]=[CH:27][C:28]([O:31][CH:32]([CH3:33])[CH3:34])=[CH:29][CH:30]=2)[C:7]=1[CH2:35][C:36]([OH:38])=[O:37])=[O:5])[CH3:2]. The catalyst class is: 14. (2) The catalyst class is: 46. Reactant: [N+:1]([C:4]1[CH:5]=[C:6]([CH:10]=[CH:11][CH:12]=1)[C:7](Cl)=[O:8])([O-:3])=[O:2].[C:13]1([O:19][CH3:20])[CH:18]=[CH:17][CH:16]=[CH:15][CH:14]=1.[Cl-].[Al+3].[Cl-].[Cl-].C(OCC)(=O)C. Product: [N+:1]([C:4]1[CH:5]=[C:6]([CH:10]=[CH:11][CH:12]=1)[C:7]([C:16]1[CH:17]=[CH:18][C:13]([O:19][CH3:20])=[CH:14][CH:15]=1)=[O:8])([O-:3])=[O:2]. (3) Reactant: [S:1]1[CH:5]=[CH:4][N:3]=[CH:2]1.[Br:6][CH2:7][C:8]([O:10][CH3:11])=[O:9]. Product: [Br-:6].[CH3:11][O:10][C:8](=[O:9])[CH2:7][N+:3]1[CH:4]=[CH:5][S:1][CH:2]=1. The catalyst class is: 8. (4) Reactant: [CH:1]1[C:6]2=[C:7]3[C:15](=[CH:16][CH:17]=[C:5]2[CH:4]=[CH:3][CH:2]=1)[NH:14][C:13]1[C:8]3=[CH:9][CH:10]=[C:11]2[CH:21]=[CH:20][CH:19]=[CH:18][C:12]2=1.[Br:22]Br.O. Product: [Br:22][C:10]1[CH:9]=[C:8]2[C:13]([NH:14][C:15]3[C:7]2=[C:6]2[CH:1]=[CH:2][CH:3]=[CH:4][C:5]2=[CH:17][CH:16]=3)=[C:12]2[CH:18]=[CH:19][CH:20]=[CH:21][C:11]=12. The catalyst class is: 4. (5) Reactant: [CH3:1][O:2][C:3]1[CH:4]=[C:5]([O:21][CH3:22])[C:6]2[CH2:12][CH2:11][N:10](C(OC(C)(C)C)=O)[CH2:9][CH2:8][C:7]=2[N:20]=1. Product: [CH3:1][O:2][C:3]1[CH:4]=[C:5]([O:21][CH3:22])[C:6]2[CH2:12][CH2:11][NH:10][CH2:9][CH2:8][C:7]=2[N:20]=1. The catalyst class is: 33. (6) Reactant: [NH2:1][CH2:2][C:3]1[CH:4]=[C:5]([CH:9]([CH3:31])[C:10]([NH:12][CH2:13][C:14]2[C:15]([C:24]3[CH:25]=[C:26]([CH3:30])[CH:27]=[CH:28][CH:29]=3)=[N:16][C:17]([C:20]([F:23])([F:22])[F:21])=[CH:18][CH:19]=2)=[O:11])[CH:6]=[CH:7][CH:8]=1.C(N(CC)CC)C.[CH3:39][S:40](Cl)(=[O:42])=[O:41]. Product: [CH3:39][S:40]([NH:1][CH2:2][C:3]1[CH:4]=[C:5]([CH:9]([CH3:31])[C:10]([NH:12][CH2:13][C:14]2[C:15]([C:24]3[CH:25]=[C:26]([CH3:30])[CH:27]=[CH:28][CH:29]=3)=[N:16][C:17]([C:20]([F:23])([F:21])[F:22])=[CH:18][CH:19]=2)=[O:11])[CH:6]=[CH:7][CH:8]=1)(=[O:42])=[O:41]. The catalyst class is: 4. (7) Reactant: [NH2:1][C:2]1[S:3][C:4]2[CH:10]=[CH:9][CH:8]=[C:7]([O:11][CH2:12][P:13]([O:18][CH2:19][CH3:20])([O:15][CH2:16][CH3:17])=[O:14])[C:5]=2[N:6]=1.[Br:21]Br. Product: [NH2:1][C:2]1[S:3][C:4]2[CH:10]=[C:9]([Br:21])[CH:8]=[C:7]([O:11][CH2:12][P:13]([O:15][CH2:16][CH3:17])([O:18][CH2:19][CH3:20])=[O:14])[C:5]=2[N:6]=1. The catalyst class is: 52.